Dataset: NCI-60 drug combinations with 297,098 pairs across 59 cell lines. Task: Regression. Given two drug SMILES strings and cell line genomic features, predict the synergy score measuring deviation from expected non-interaction effect. (1) Drug 1: C1=CN(C=N1)CC(O)(P(=O)(O)O)P(=O)(O)O. Drug 2: CN(CCCl)CCCl.Cl. Cell line: HCC-2998. Synergy scores: CSS=0.766, Synergy_ZIP=19.4, Synergy_Bliss=25.5, Synergy_Loewe=-6.72, Synergy_HSA=1.38. (2) Drug 1: C1=CN(C(=O)N=C1N)C2C(C(C(O2)CO)O)O.Cl. Drug 2: CC1CCC2CC(C(=CC=CC=CC(CC(C(=O)C(C(C(=CC(C(=O)CC(OC(=O)C3CCCCN3C(=O)C(=O)C1(O2)O)C(C)CC4CCC(C(C4)OC)O)C)C)O)OC)C)C)C)OC. Cell line: HCC-2998. Synergy scores: CSS=30.6, Synergy_ZIP=-6.40, Synergy_Bliss=-1.25, Synergy_Loewe=-2.87, Synergy_HSA=-1.60. (3) Drug 1: CC12CCC3C(C1CCC2=O)CC(=C)C4=CC(=O)C=CC34C. Drug 2: C1C(C(OC1N2C=NC(=NC2=O)N)CO)O. Cell line: UO-31. Synergy scores: CSS=28.1, Synergy_ZIP=-11.4, Synergy_Bliss=-6.37, Synergy_Loewe=-5.70, Synergy_HSA=-5.34. (4) Drug 1: CC12CCC(CC1=CCC3C2CCC4(C3CC=C4C5=CN=CC=C5)C)O. Drug 2: C1CN(CCN1C(=O)CCBr)C(=O)CCBr. Cell line: OVCAR-4. Synergy scores: CSS=7.46, Synergy_ZIP=-3.23, Synergy_Bliss=-1.21, Synergy_Loewe=-6.66, Synergy_HSA=-0.634. (5) Drug 1: C1=NC2=C(N1)C(=S)N=C(N2)N. Drug 2: C1CC(=O)NC(=O)C1N2C(=O)C3=CC=CC=C3C2=O. Cell line: RPMI-8226. Synergy scores: CSS=31.3, Synergy_ZIP=-1.49, Synergy_Bliss=-6.44, Synergy_Loewe=-36.5, Synergy_HSA=-7.39. (6) Drug 1: CCC(=C(C1=CC=CC=C1)C2=CC=C(C=C2)OCCN(C)C)C3=CC=CC=C3.C(C(=O)O)C(CC(=O)O)(C(=O)O)O. Drug 2: CC(C)NC(=O)C1=CC=C(C=C1)CNNC.Cl. Cell line: SF-295. Synergy scores: CSS=0.833, Synergy_ZIP=1.94, Synergy_Bliss=3.62, Synergy_Loewe=-0.973, Synergy_HSA=-0.347. (7) Drug 1: C1=C(C(=O)NC(=O)N1)F. Drug 2: CC1C(C(CC(O1)OC2CC(OC(C2O)C)OC3=CC4=CC5=C(C(=O)C(C(C5)C(C(=O)C(C(C)O)O)OC)OC6CC(C(C(O6)C)O)OC7CC(C(C(O7)C)O)OC8CC(C(C(O8)C)O)(C)O)C(=C4C(=C3C)O)O)O)O. Cell line: NCIH23. Synergy scores: CSS=35.5, Synergy_ZIP=-13.3, Synergy_Bliss=-12.0, Synergy_Loewe=-11.8, Synergy_HSA=-11.7. (8) Drug 1: CN(C(=O)NC(C=O)C(C(C(CO)O)O)O)N=O. Drug 2: COCCOC1=C(C=C2C(=C1)C(=NC=N2)NC3=CC=CC(=C3)C#C)OCCOC.Cl. Cell line: DU-145. Synergy scores: CSS=10.6, Synergy_ZIP=-6.03, Synergy_Bliss=-7.64, Synergy_Loewe=2.22, Synergy_HSA=-3.67.